The task is: Regression. Given a peptide amino acid sequence and an MHC pseudo amino acid sequence, predict their binding affinity value. This is MHC class I binding data.. This data is from Peptide-MHC class I binding affinity with 185,985 pairs from IEDB/IMGT. (1) The peptide sequence is VQYMDDILI. The MHC is Mamu-A2201 with pseudo-sequence Mamu-A2201. The binding affinity (normalized) is 0.0430. (2) The peptide sequence is FPRCRYVHK. The MHC is HLA-A03:01 with pseudo-sequence HLA-A03:01. The binding affinity (normalized) is 0.0937. (3) The binding affinity (normalized) is 0.236. The MHC is HLA-A02:01 with pseudo-sequence HLA-A02:01. The peptide sequence is VIYRGVNFA. (4) The peptide sequence is KVFGYDIDR. The MHC is HLA-B18:01 with pseudo-sequence HLA-B18:01. The binding affinity (normalized) is 0.0847. (5) The peptide sequence is DERGESII. The MHC is HLA-B44:02 with pseudo-sequence HLA-B44:02. The binding affinity (normalized) is 0. (6) The peptide sequence is CVYNMMGKR. The MHC is HLA-A31:01 with pseudo-sequence HLA-A31:01. The binding affinity (normalized) is 0.545.